From a dataset of Forward reaction prediction with 1.9M reactions from USPTO patents (1976-2016). Predict the product of the given reaction. (1) Given the reactants [CH:1]1[C:14]2[NH:13][C:12]3[C:7](=[CH:8][CH:9]=[CH:10][CH:11]=3)[S:6][C:5]=2[CH:4]=[CH:3][CH:2]=1.[NH2:15][C:16]1[C:17]([S:26]([OH:29])(=[O:28])=[O:27])=[CH:18][CH:19]=[C:20]([S:22]([OH:25])(=[O:24])=[O:23])[CH:21]=1.[OH-].[Na+:31].C1C2NC3C(=CC=CC=3)SC=2C=CC=1.NC1C=CC=CC=1.[S:53]([O:57][O:58][S:59]([O-:62])(=[O:61])=[O:60])([O-:56])(=[O:55])=[O:54].[Na+].[Na+], predict the reaction product. The product is: [S:26]([C:17]1[CH:18]=[CH:19][C:20]([S:22]([OH:25])(=[O:23])=[O:24])=[CH:21][C:16]=1[N:15]=[C:3]1[CH:4]=[C:5]2[C:14](=[N:13][C:12]3[C:7]([S:6]2)=[CH:8][CH:9]=[CH:10][CH:11]=3)[CH:1]=[CH:2]1)([OH:29])(=[O:27])=[O:28].[S:53]([O:57][O:58][S:59]([O-:62])(=[O:61])=[O:60])([O-:56])(=[O:55])=[O:54].[Na+:31].[Na+:31]. (2) Given the reactants Cl[C:2]1[N:7]=[C:6]([C:8]2[S:12][C:11]([C:13]([CH3:16])([CH3:15])[CH3:14])=[N:10][C:9]=2[C:17]2[C:18]([F:35])=[C:19]([NH:23][S:24]([C:27]3[CH:32]=[C:31]([F:33])[CH:30]=[CH:29][C:28]=3[F:34])(=[O:26])=[O:25])[CH:20]=[CH:21][CH:22]=2)[CH:5]=[CH:4][N:3]=1.[CH2:36]([NH2:40])[CH:37]([CH3:39])[CH3:38], predict the reaction product. The product is: [CH3:14][C:13]([C:11]1[S:12][C:8]([C:6]2[CH:5]=[CH:4][N:3]=[C:2]([NH:40][CH2:36][CH:37]([CH3:39])[CH3:38])[N:7]=2)=[C:9]([C:17]2[C:18]([F:35])=[C:19]([NH:23][S:24]([C:27]3[CH:32]=[C:31]([F:33])[CH:30]=[CH:29][C:28]=3[F:34])(=[O:26])=[O:25])[CH:20]=[CH:21][CH:22]=2)[N:10]=1)([CH3:16])[CH3:15]. (3) Given the reactants [CH2:1]([O:3][C:4](=[O:42])[CH2:5][CH2:6][CH2:7][O:8][C:9]1[CH:14]=[CH:13][CH:12]=[C:11]([CH2:15][CH2:16][CH2:17][CH2:18][CH2:19][CH2:20][O:21][C:22]2[CH:27]=[C:26]([S:28]([CH:31]([CH3:33])[CH3:32])(=[O:30])=[O:29])[CH:25]=[C:24](Br)[CH:23]=2)[C:10]=1[CH2:35][CH2:36][C:37]([O:39][CH2:40][CH3:41])=[O:38])[CH3:2].[C:43](=[O:46])([O-])[O-:44].[Cs+].[Cs+], predict the reaction product. The product is: [CH2:1]([O:3][C:4](=[O:42])[CH2:5][CH2:6][CH2:7][O:8][C:9]1[CH:14]=[CH:13][CH:12]=[C:11]([CH2:15][CH2:16][CH2:17][CH2:18][CH2:19][CH2:20][O:21][C:22]2[CH:27]=[C:26]([S:28]([CH:31]([CH3:33])[CH3:32])(=[O:30])=[O:29])[CH:25]=[C:24]([C:9]3[CH:14]=[CH:13][C:12]4[O:44][CH2:43][O:46][C:11]=4[CH:10]=3)[CH:23]=2)[C:10]=1[CH2:35][CH2:36][C:37]([O:39][CH2:40][CH3:41])=[O:38])[CH3:2].